From a dataset of Full USPTO retrosynthesis dataset with 1.9M reactions from patents (1976-2016). Predict the reactants needed to synthesize the given product. (1) Given the product [CH2:34]([NH:41][CH:15]1[CH2:16][CH2:11][CH2:12][CH:13]([C:17]2[C:25]3[C:20](=[CH:21][CH:22]=[C:23]([NH:26][C:27]([C:29]4[S:30][CH:31]=[CH:32][CH:33]=4)=[O:42])[CH:24]=3)[NH:19][CH:18]=2)[CH2:14]1)[CH3:36], predict the reactants needed to synthesize it. The reactants are: C(N([CH:11]1[CH2:16][CH2:15][CH2:14][CH:13]([C:17]2[C:25]3[C:20](=[CH:21][CH:22]=[C:23]([NH:26][C:27]([C:29]4[S:30][CH:31]=[CH:32][CH:33]=4)=N)[CH:24]=3)[NH:19][CH:18]=2)[CH2:12]1)C(=O)OC(C)(C)C)C.[C:34](O)([C:36](F)(F)F)=O.[NH4+:41].[OH-:42]. (2) Given the product [CH2:1]1[CH2:10][O:9][C:8]2[CH:7]=[CH:6][C:5]([NH:11][C:12]3[N:17]=[C:16]([NH:18][C:19]4[CH:24]=[CH:23][C:22]5[O:25][CH2:26][CH2:27][O:28][C:21]=5[CH:20]=4)[C:15]([C:30]4[CH:35]=[CH:34][CH:33]=[CH:32][CH:31]=4)=[CH:14][N:13]=3)=[CH:4][C:3]=2[O:2]1, predict the reactants needed to synthesize it. The reactants are: [CH2:1]1[CH2:10][O:9][C:8]2[CH:7]=[CH:6][C:5]([NH:11][C:12]3[N:17]=[C:16]([NH:18][C:19]4[CH:24]=[CH:23][C:22]5[O:25][CH2:26][CH2:27][O:28][C:21]=5[CH:20]=4)[C:15](Br)=[CH:14][N:13]=3)=[CH:4][C:3]=2[O:2]1.[C:30]1(B(O)O)[CH:35]=[CH:34][CH:33]=[CH:32][CH:31]=1. (3) Given the product [CH2:50]([N:57]1[CH2:61][C@H:60]([C:62]2[CH:67]=[CH:66][C:65]([F:68])=[C:64]([Cl:69])[CH:63]=2)[C@@H:59]([C@@H:70]([O:27][C:24]2[CH:23]=[CH:22][C:21]([Cl:20])=[CH:26][N:25]=2)[CH3:71])[CH2:58]1)[C:51]1[CH:52]=[CH:53][CH:54]=[CH:55][CH:56]=1, predict the reactants needed to synthesize it. The reactants are: C1C=CC(P(C2C=CC=CC=2)C2C=CC=CC=2)=CC=1.[Cl:20][C:21]1[CH:22]=[CH:23][C:24]([OH:27])=[N:25][CH:26]=1.C1C=CC(COC(/N=N/C(OCC2C=CC=CC=2)=O)=O)=CC=1.[CH2:50]([N:57]1[CH2:61][C@H:60]([C:62]2[CH:67]=[CH:66][C:65]([F:68])=[C:64]([Cl:69])[CH:63]=2)[C@@H:59]([C@H:70](O)[CH3:71])[CH2:58]1)[C:51]1[CH:56]=[CH:55][CH:54]=[CH:53][CH:52]=1. (4) Given the product [CH2:1]=[O:7].[C:14]1([OH:15])[CH:16]=[CH:17][CH:18]=[CH:19][CH:13]=1.[C:12]([OH:21])(=[O:20])[C:13]1[C:14](=[CH:16][CH:17]=[CH:18][CH:19]=1)[OH:15], predict the reactants needed to synthesize it. The reactants are: [C:1]1([OH:7])C=CC=CC=1.[OH-].[K+].C=O.[C:12]([OH:21])(=[O:20])[C:13]1[C:14](=[CH:16][CH:17]=[CH:18][CH:19]=1)[OH:15]. (5) Given the product [C:1]1([S:7]([NH:10][C:11]2[S:15][C:14]([Br:37])=[C:13]([CH3:19])[C:12]=2[C:20]([O:22][CH2:23][CH3:24])=[O:21])(=[O:9])=[O:8])[CH:6]=[CH:5][CH:4]=[CH:3][CH:2]=1, predict the reactants needed to synthesize it. The reactants are: [C:1]1([S:7]([NH:10][C:11]2[S:15][C:14]3CCC[CH2:19][C:13]=3[C:12]=2[C:20]([O:22][CH2:23][CH3:24])=[O:21])(=[O:9])=[O:8])[CH:6]=[CH:5][CH:4]=[CH:3][CH:2]=1.NC1SC([Br:37])=C(C)C=1C(OCC)=O.C1(S(Cl)(=O)=O)C=CC=CC=1.